Dataset: Reaction yield outcomes from USPTO patents with 853,638 reactions. Task: Predict the reaction yield, written as a fraction of the theoretical maximum amount of product (1.0 means a 100% yield; for example, 0.34 means a 34% yield). (1) The reactants are Cl.C(N=C=NCCCN(C)C)C.[NH2:13][CH2:14]/[CH:15]=[CH:16]/[C:17]1[CH2:18][C@H:19]2[C:25](=[O:26])[N:24]([CH2:27][O:28][CH2:29][CH2:30][Si:31]([CH3:34])([CH3:33])[CH3:32])[C:23]3[CH:35]=[C:36]([O:41][CH2:42][CH2:43][CH2:44][O:45][C:46]4[C:47]([O:73][CH3:74])=[CH:48][C:49]5[C:55](=[O:56])[N:54]6[CH:57]=[C:58](/[CH:60]=[CH:61]/[CH3:62])[CH2:59][C@H:53]6[C:52](=[O:63])[N:51]([CH2:64][O:65][CH2:66][CH2:67][Si:68]([CH3:71])([CH3:70])[CH3:69])[C:50]=5[CH:72]=4)[C:37]([O:39][CH3:40])=[CH:38][C:22]=3[C:21](=[O:75])[N:20]2[CH:76]=1.[CH:77]1[C:89]2[CH:88]([CH2:90][O:91][C:92]([NH:94][C@@H:95]([CH:104]([CH3:106])[CH3:105])[C:96]([NH:98][C@@H:99]([CH3:103])[C:100](O)=[O:101])=[O:97])=[O:93])[C:87]3[C:82](=[CH:83][CH:84]=[CH:85][CH:86]=3)[C:81]=2[CH:80]=[CH:79][CH:78]=1. The catalyst is ClCCl. The product is [CH3:40][O:39][C:37]1[C:36]([O:41][CH2:42][CH2:43][CH2:44][O:45][C:46]2[C:47]([O:73][CH3:74])=[CH:48][C:49]3[C:55](=[O:56])[N:54]4[CH:57]=[C:58](/[CH:60]=[CH:61]/[CH3:62])[CH2:59][C@H:53]4[C:52](=[O:63])[N:51]([CH2:64][O:65][CH2:66][CH2:67][Si:68]([CH3:71])([CH3:70])[CH3:69])[C:50]=3[CH:72]=2)=[CH:35][C:23]2[N:24]([CH2:27][O:28][CH2:29][CH2:30][Si:31]([CH3:34])([CH3:33])[CH3:32])[C:25](=[O:26])[C@@H:19]3[CH2:18][C:17](/[CH:16]=[CH:15]/[CH2:14][NH:13][C:100](=[O:101])[C@@H:99]([NH:98][C:96](=[O:97])[C@@H:95]([NH:94][C:92](=[O:93])[O:91][CH2:90][CH:88]4[C:89]5[CH:77]=[CH:78][CH:79]=[CH:80][C:81]=5[C:82]5[C:87]4=[CH:86][CH:85]=[CH:84][CH:83]=5)[CH:104]([CH3:106])[CH3:105])[CH3:103])=[CH:76][N:20]3[C:21](=[O:75])[C:22]=2[CH:38]=1. The yield is 0.500. (2) The reactants are Cl.[NH2:2][C:3]1[CH:8]=[CH:7][C:6]([O:9][CH3:10])=[CH:5][C:4]=1[OH:11].Cl[C:13]1[C:18]([N+:19]([O-:21])=[O:20])=[CH:17][C:16]([N+:22]([O-:24])=[O:23])=[CH:15][N:14]=1.C([O-])(=O)C.[Na+]. The catalyst is C(O)C.O. The product is [N+:22]([C:16]1[C:15]([NH:2][C:3]2[CH:8]=[CH:7][C:6]([O:9][CH3:10])=[CH:5][C:4]=2[OH:11])=[N:14][CH:13]=[C:18]([N+:19]([O-:21])=[O:20])[CH:17]=1)([O-:24])=[O:23]. The yield is 0.680. (3) The reactants are [F:1][C:2]([F:18])([F:17])[C:3]1[CH:7]=[C:6]([CH2:8][NH:9][C:10](=[O:16])[O:11][C:12]([CH3:15])([CH3:14])[CH3:13])[NH:5][N:4]=1.[F:19][C:20]1[CH:21]=[C:22](B(O)O)[CH:23]=[C:24]([F:26])[CH:25]=1.N1C=CC=CC=1. The catalyst is ClCCl.C([O-])(=O)C.[Cu+2].C([O-])(=O)C. The product is [F:19][C:20]1[CH:21]=[C:22]([N:5]2[C:6]([CH2:8][NH:9][C:10](=[O:16])[O:11][C:12]([CH3:14])([CH3:15])[CH3:13])=[CH:7][C:3]([C:2]([F:1])([F:17])[F:18])=[N:4]2)[CH:23]=[C:24]([F:26])[CH:25]=1. The yield is 0.600. (4) The yield is 0.890. The reactants are S(C)C.[N+:4]([C:7]1[CH:8]=[CH:9][C:10]2[O:15][CH2:14][C:13](=O)[NH:12][C:11]=2[CH:17]=1)([O-:6])=[O:5]. The catalyst is C1COCC1. The product is [N+:4]([C:7]1[CH:8]=[CH:9][C:10]2[O:15][CH2:14][CH2:13][NH:12][C:11]=2[CH:17]=1)([O-:6])=[O:5]. (5) The reactants are [CH3:1][C:2]1[S:15][C:14]2[C:4](=[C:5]([N:16]3[CH2:21][CH2:20][NH:19][CH2:18][CH2:17]3)[NH:6][C:7]3[C:12]([N:13]=2)=[CH:11][CH:10]=[CH:9][CH:8]=3)[CH:3]=1.[CH2:22](N(CC)CC)C.CI.O. The catalyst is O1CCCC1. The product is [CH3:1][C:2]1[S:15][C:14]2[NH:13][C:12]3[CH:11]=[CH:10][CH:9]=[CH:8][C:7]=3[N:6]=[C:5]([N:16]3[CH2:21][CH2:20][N:19]([CH3:22])[CH2:18][CH2:17]3)[C:4]=2[CH:3]=1. The yield is 0.820. (6) The reactants are Br[C:2]1[CH:7]=[CH:6][C:5]([NH:8][CH3:9])=[CH:4][C:3]=1[CH3:10].C1(P(C2CCCCC2)C2C=CC=CC=2C2C=CC=CC=2)CCCCC1.B([O-])[O-].[C:39]([O:43][C:44](=[O:65])[NH:45][C:46]([C:48]1[S:49][C:50]([S:63][CH3:64])=[C:51]([S:53]([C:56]2[CH:61]=[CH:60][CH:59]=[C:58](Br)[CH:57]=2)(=[O:55])=[O:54])[CH:52]=1)=[NH:47])([CH3:42])([CH3:41])[CH3:40].C([O-])([O-])=O.[Na+].[Na+]. The catalyst is O1CCOCC1.C(O)C.C1(C)C=CC=CC=1.C([O-])(=O)C.[Pd+2].C([O-])(=O)C.C1C=CC([P]([Pd]([P](C2C=CC=CC=2)(C2C=CC=CC=2)C2C=CC=CC=2)([P](C2C=CC=CC=2)(C2C=CC=CC=2)C2C=CC=CC=2)[P](C2C=CC=CC=2)(C2C=CC=CC=2)C2C=CC=CC=2)(C2C=CC=CC=2)C2C=CC=CC=2)=CC=1. The product is [C:39]([O:43][C:44](=[O:65])[NH:45][C:46](=[NH:47])[C:48]1[S:49][C:50]([S:63][CH3:64])=[C:51]([S:53]([C:56]2[CH:61]=[C:60]([C:2]3[CH:7]=[CH:6][C:5]([NH:8][CH3:9])=[CH:4][C:3]=3[CH3:10])[CH:59]=[CH:58][CH:57]=2)(=[O:55])=[O:54])[CH:52]=1)([CH3:42])([CH3:40])[CH3:41]. The yield is 0.620. (7) The reactants are [S:1]([N:11]1[C:19]2[CH2:18][CH2:17][CH2:16][CH:15](O)[C:14]=2[CH:13]=[N:12]1)([C:4]1[CH:10]=[CH:9][C:7]([CH3:8])=[CH:6][CH:5]=1)(=[O:3])=[O:2].[Br:21][C:22]1[C:30]2[C:25](=[N:26][CH:27]=[N:28][C:29]=2[NH:31][CH2:32][C:33]2[CH:38]=[CH:37][C:36]([O:39][CH3:40])=[CH:35][C:34]=2[O:41][CH3:42])[NH:24][N:23]=1.C1C=CC(P(C2C=CC=CC=2)C2C=CC=CC=2)=CC=1.CC(OC(/N=N/C(OC(C)C)=O)=O)C. The catalyst is C1COCC1. The product is [Br:21][C:22]1[C:30]2[C:25](=[N:26][CH:27]=[N:28][C:29]=2[NH:31][CH2:32][C:33]2[CH:38]=[CH:37][C:36]([O:39][CH3:40])=[CH:35][C:34]=2[O:41][CH3:42])[N:24]([CH:15]2[CH2:16][CH2:17][CH2:18][C:19]3[N:11]([S:1]([C:4]4[CH:10]=[CH:9][C:7]([CH3:8])=[CH:6][CH:5]=4)(=[O:2])=[O:3])[N:12]=[CH:13][C:14]2=3)[N:23]=1. The yield is 0.324. (8) The yield is 0.680. No catalyst specified. The reactants are [C:1]([OH:6])(=[O:5])[CH:2]([CH3:4])[OH:3].[C:7]([O-])(=O)C(C)O.[NH4+].C(O)(=O)C=C.P([O-])([O-])([O-])=O.[Al+3].C(=O)C.C(O)(=O)CC.C(=O)=O.C(OC)(=O)C(C)O. The product is [C:1]([OH:6])(=[O:5])[CH:2]=[CH2:4].[C:1]([O:6][CH3:7])(=[O:5])[CH:2]=[CH2:4].[CH:2](=[O:3])[CH3:1]. (9) The reactants are [Cl:1][C:2]1[N:3]=[C:4](Cl)[C:5]2[N:10]=[CH:9][S:8][C:6]=2[N:7]=1.[CH3:12][O:13][C:14]1[CH:15]=[C:16]([NH2:22])[CH:17]=[CH:18][C:19]=1[O:20][CH3:21].CCN(C(C)C)C(C)C.O. The catalyst is CS(C)=O. The product is [Cl:1][C:2]1[N:3]=[C:4]([NH:22][C:16]2[CH:17]=[CH:18][C:19]([O:20][CH3:21])=[C:14]([O:13][CH3:12])[CH:15]=2)[C:5]2[N:10]=[CH:9][S:8][C:6]=2[N:7]=1. The yield is 0.828. (10) The reactants are [OH:1][C@@:2]1([C:9]#[C:10][C:11]2[CH:12]=[C:13]([N:17]3[C:25]4[CH2:24][CH2:23][N:22]([C:26]5[CH:31]=[CH:30][N:29]=[CH:28][N:27]=5)[CH2:21][C:20]=4[C:19]([C:32]([O:34]CC)=O)=[N:18]3)[CH:14]=[CH:15][CH:16]=2)[CH2:6][CH2:5][N:4]([CH3:7])[C:3]1=[O:8].[NH3:37]. No catalyst specified. The yield is 0.140. The product is [OH:1][C@@:2]1([C:9]#[C:10][C:11]2[CH:12]=[C:13]([N:17]3[C:25]4[CH2:24][CH2:23][N:22]([C:26]5[CH:31]=[CH:30][N:29]=[CH:28][N:27]=5)[CH2:21][C:20]=4[C:19]([C:32]([NH2:37])=[O:34])=[N:18]3)[CH:14]=[CH:15][CH:16]=2)[CH2:6][CH2:5][N:4]([CH3:7])[C:3]1=[O:8].